Dataset: Full USPTO retrosynthesis dataset with 1.9M reactions from patents (1976-2016). Task: Predict the reactants needed to synthesize the given product. (1) Given the product [CH3:49][N:50]1[C:54]([C:2]2[CH:7]=[CH:6][N:5]3[C:8]([C:11]([NH:13][C:14]4[CH:22]=[CH:21][CH:20]=[C:19]5[C:15]=4[C:16]([CH2:31][CH3:32])=[N:17][N:18]5[CH2:23][C:24]4[CH:29]=[CH:28][CH:27]=[C:26]([CH3:30])[N:25]=4)=[O:12])=[CH:9][N:10]=[C:4]3[CH:3]=2)=[CH:53][N:52]=[C:51]1[CH3:55], predict the reactants needed to synthesize it. The reactants are: Br[C:2]1[CH:7]=[CH:6][N:5]2[C:8]([C:11]([NH:13][C:14]3[CH:22]=[CH:21][CH:20]=[C:19]4[C:15]=3[C:16]([CH2:31][CH3:32])=[N:17][N:18]4[CH2:23][C:24]3[CH:29]=[CH:28][CH:27]=[C:26]([CH3:30])[N:25]=3)=[O:12])=[CH:9][N:10]=[C:4]2[CH:3]=1.O1C=CC=C1P(C1OC=CC=1)C1OC=CC=1.[CH3:49][N:50]1[CH:54]=[CH:53][N:52]=[C:51]1[CH3:55].C([O-])([O-])=O.[K+].[K+]. (2) Given the product [C:61]([O:60][C:58](=[O:59])[NH:31][C@H:23]([C@@H:24]1[CH2:28][C@@H:27]([CH3:29])[C:1](=[O:4])[O:3]1)[CH2:22][N:18]1[CH2:19][C:20](=[O:21])[N:15]([C:9]2[C:8]([F:7])=[CH:13][CH:12]=[CH:11][C:10]=2[F:14])[CH2:16][C:17]1([CH3:45])[CH3:44])([CH3:64])([CH3:63])[CH3:62], predict the reactants needed to synthesize it. The reactants are: [C:1](=[O:4])([O-:3])[O-].[Cs+].[Cs+].[F:7][C:8]1[CH:13]=[CH:12][CH:11]=[C:10]([F:14])[C:9]=1[N:15]1[C:20](=[O:21])[CH2:19][N:18]([CH2:22][C@H:23]([NH:31]S(C2C=CC=CC=2[N+]([O-])=O)(=O)=O)[C@@H:24]2[CH2:28][C@@H:27]([CH3:29])C(=O)O2)[C:17]([CH3:45])([CH3:44])[CH2:16]1.C1(S)C=CC=CC=1.C(=O)(O)[O-].[Na+].[C:58](OC(OC(C)(C)C)=O)([O:60][C:61]([CH3:64])([CH3:63])[CH3:62])=[O:59].N[C@H]([C@@H]1C[C@@H](C)C(=O)O1)CN1C(C)(C)CN(C2C(F)=CC=CC=2F)C(=O)C1. (3) Given the product [CH2:20]([O:19][C:18]1[CH:17]=[CH:16][C:12]([C:13]([NH2:15])=[O:14])=[CH:11][C:10]=1[C:9]([NH:8][C:5]1[CH:6]=[CH:7][C:2]([Cl:1])=[CH:3][CH:4]=1)=[O:21])[CH2:22][CH2:23][CH3:24], predict the reactants needed to synthesize it. The reactants are: [Cl:1][C:2]1[CH:7]=[CH:6][C:5]([NH:8][C:9](=[O:21])[C:10]2[CH:11]=[C:12]([CH:16]=[CH:17][C:18]=2[O:19][CH3:20])[C:13]([NH2:15])=[O:14])=[CH:4][CH:3]=1.[CH2:22](Br)[CH2:23][CH2:24]C. (4) Given the product [CH3:1][O:2][C:3]1[CH:4]=[C:5]([NH:11][C:12]2[C:13]3[N:41]=[CH:40][S:39][C:14]=3[N:15]=[C:16]([N:18]3[CH2:23][CH2:22][CH2:21][CH:20]([C:24]([NH:26][C:27]4[CH:36]=[CH:35][C:30]([C:31]([OH:33])=[O:32])=[C:29]([O:37][CH3:38])[CH:28]=4)=[O:25])[CH2:19]3)[N:17]=2)[CH:6]=[CH:7][C:8]=1[O:9][CH3:10], predict the reactants needed to synthesize it. The reactants are: [CH3:1][O:2][C:3]1[CH:4]=[C:5]([NH:11][C:12]2[C:13]3[N:41]=[CH:40][S:39][C:14]=3[N:15]=[C:16]([N:18]3[CH2:23][CH2:22][CH2:21][CH:20]([C:24]([NH:26][C:27]4[CH:36]=[CH:35][C:30]([C:31]([O:33]C)=[O:32])=[C:29]([O:37][CH3:38])[CH:28]=4)=[O:25])[CH2:19]3)[N:17]=2)[CH:6]=[CH:7][C:8]=1[O:9][CH3:10].[OH-].[Na+].